This data is from Catalyst prediction with 721,799 reactions and 888 catalyst types from USPTO. The task is: Predict which catalyst facilitates the given reaction. (1) Reactant: [CH3:1][O:2][C:3]1[CH:8]=[C:7]([CH3:9])[CH:6]=[C:5]([C:10]2[C:11]([OH:17])=[CH:12][CH:13]=[C:14]([CH3:16])[CH:15]=2)[C:4]=1[OH:18].[CH2:19]([Li])[CH2:20][CH2:21][CH3:22].Cl[P:25]1[O:29][C:28]([C:36]2[CH:41]=[CH:40][CH:39]=[CH:38][CH:37]=2)([C:30]2[CH:35]=[CH:34][CH:33]=[CH:32][CH:31]=2)[C:27]([C:48]2[CH:53]=[CH:52][CH:51]=[CH:50][CH:49]=2)([C:42]2[CH:47]=[CH:46][CH:45]=[CH:44][CH:43]=2)[O:26]1. Product: [CH3:1][O:2][C:3]1[C:4]([O:18][P:25]2[O:29][C:28]([C:36]3[CH:41]=[CH:40][CH:39]=[CH:38][CH:37]=3)([C:30]3[CH:35]=[CH:34][CH:33]=[CH:32][CH:31]=3)[C:27]([C:48]3[CH:53]=[CH:52][CH:51]=[CH:50][CH:49]=3)([C:42]3[CH:47]=[CH:46][CH:45]=[CH:44][CH:43]=3)[O:26]2)=[C:5]([C:10]2[CH:15]=[C:14]([CH3:16])[CH:13]=[CH:12][C:11]=2[O:17][P:25]2[O:29][C:21]([C:36]3[CH:41]=[CH:40][CH:39]=[CH:38][CH:37]=3)([C:20]3[CH:19]=[CH:28][CH:27]=[CH:48][CH:49]=3)[C:22]([C:35]3[CH:30]=[CH:31][CH:32]=[CH:33][CH:34]=3)([C:42]3[CH:47]=[CH:46][CH:45]=[CH:44][CH:43]=3)[O:26]2)[CH:6]=[C:7]([CH3:9])[CH:8]=1. The catalyst class is: 134. (2) Reactant: [F:1][C:2]1[CH:11]=[C:10]2[C:5]([CH2:6][CH2:7][CH2:8][N:9]2[C:12]2[C:13]([C:26]3[CH:31]=[CH:30][C:29]([F:32])=[CH:28][CH:27]=3)=[N:14][C:15]3[C:20]([N:21]=2)=[CH:19][C:18]([C:22]([O:24]C)=[O:23])=[CH:17][CH:16]=3)=[CH:4][CH:3]=1.[OH-].[Na+].Cl. Product: [F:1][C:2]1[CH:11]=[C:10]2[C:5]([CH2:6][CH2:7][CH2:8][N:9]2[C:12]2[C:13]([C:26]3[CH:27]=[CH:28][C:29]([F:32])=[CH:30][CH:31]=3)=[N:14][C:15]3[C:20]([N:21]=2)=[CH:19][C:18]([C:22]([OH:24])=[O:23])=[CH:17][CH:16]=3)=[CH:4][CH:3]=1. The catalyst class is: 24. (3) Reactant: [NH2:1][C:2]1[N:7]2[CH:8]=[C:9]([CH2:11][CH3:12])[N:10]=[C:6]2[C:5]([C:13]([NH:15][CH2:16][CH:17]2[CH2:22][CH2:21][N:20](C(OC(C)(C)C)=O)[CH2:19][CH2:18]2)=[O:14])=[CH:4][C:3]=1[Cl:30].Cl. Product: [NH2:1][C:2]1[N:7]2[CH:8]=[C:9]([CH2:11][CH3:12])[N:10]=[C:6]2[C:5]([C:13]([NH:15][CH2:16][CH:17]2[CH2:22][CH2:21][NH:20][CH2:19][CH2:18]2)=[O:14])=[CH:4][C:3]=1[Cl:30]. The catalyst class is: 240. (4) Reactant: [F:1][C:2]1[CH:7]=[CH:6][CH:5]=[C:4]([F:8])[C:3]=1[C:9]1[NH:17][C:16]2[CH2:15][CH2:14][N:13]([C:18]3[N:19]([CH2:27][CH3:28])[N:20]=[C:21]([C:23]([F:26])([F:25])[F:24])[CH:22]=3)[C:12](=O)[C:11]=2[CH:10]=1.CSC. Product: [F:8][C:4]1[CH:5]=[CH:6][CH:7]=[C:2]([F:1])[C:3]=1[C:9]1[NH:17][C:16]2[CH2:15][CH2:14][N:13]([C:18]3[N:19]([CH2:27][CH3:28])[N:20]=[C:21]([C:23]([F:26])([F:25])[F:24])[CH:22]=3)[CH2:12][C:11]=2[CH:10]=1. The catalyst class is: 1. (5) Reactant: C[Si](C)(C)N[Si](C)(C)C.[Li].[Cl:11][C:12]1[N:17]=[C:16]([CH3:18])[CH:15]=[CH:14][N:13]=1.[C:19]1([C:25]2[N:26]=[C:27]3[N:31]([C:32]=2[CH:33]=O)[CH:30]=[CH:29][S:28]3)[CH:24]=[CH:23][CH:22]=[CH:21][CH:20]=1.FC(F)(F)C(O)=O. Product: [Cl:11][C:12]1[N:17]=[C:16](/[CH:18]=[CH:33]/[C:32]2[N:31]3[C:27]([S:28][CH:29]=[CH:30]3)=[N:26][C:25]=2[C:19]2[CH:20]=[CH:21][CH:22]=[CH:23][CH:24]=2)[CH:15]=[CH:14][N:13]=1. The catalyst class is: 20. (6) Reactant: [Cl:1][C:2]1[CH:3]=[C:4]([CH:15]=[CH:16][CH:17]=1)[CH2:5][C:6]1[N:11]=[CH:10][C:9]([N+:12]([O-])=O)=[CH:8][N:7]=1.[Sn](Cl)(Cl)(Cl)Cl.[OH-].[Na+]. Product: [Cl:1][C:2]1[CH:3]=[C:4]([CH:15]=[CH:16][CH:17]=1)[CH2:5][C:6]1[N:7]=[CH:8][C:9]([NH2:12])=[CH:10][N:11]=1. The catalyst class is: 33.